This data is from HIV replication inhibition screening data with 41,000+ compounds from the AIDS Antiviral Screen. The task is: Binary Classification. Given a drug SMILES string, predict its activity (active/inactive) in a high-throughput screening assay against a specified biological target. (1) The compound is Cc1cn(C(CCO)CCO)c(=O)[nH]c1=O. The result is 0 (inactive). (2) The molecule is CCOC(=O)C(C(=O)OCC)=c1sc(=C(C(=O)OCC)C(=O)OCC)s1. The result is 0 (inactive).